Dataset: NCI-60 drug combinations with 297,098 pairs across 59 cell lines. Task: Regression. Given two drug SMILES strings and cell line genomic features, predict the synergy score measuring deviation from expected non-interaction effect. (1) Drug 1: B(C(CC(C)C)NC(=O)C(CC1=CC=CC=C1)NC(=O)C2=NC=CN=C2)(O)O. Drug 2: CC1C(C(CC(O1)OC2CC(CC3=C2C(=C4C(=C3O)C(=O)C5=C(C4=O)C(=CC=C5)OC)O)(C(=O)CO)O)N)O.Cl. Cell line: ACHN. Synergy scores: CSS=56.7, Synergy_ZIP=-2.87, Synergy_Bliss=-4.12, Synergy_Loewe=0.788, Synergy_HSA=1.85. (2) Drug 1: CC1=C(C(=CC=C1)Cl)NC(=O)C2=CN=C(S2)NC3=CC(=NC(=N3)C)N4CCN(CC4)CCO. Drug 2: CC12CCC3C(C1CCC2O)C(CC4=C3C=CC(=C4)O)CCCCCCCCCS(=O)CCCC(C(F)(F)F)(F)F. Cell line: HOP-92. Synergy scores: CSS=6.41, Synergy_ZIP=-3.13, Synergy_Bliss=-2.22, Synergy_Loewe=-4.33, Synergy_HSA=-1.26. (3) Drug 1: C1C(C(OC1N2C=NC3=C(N=C(N=C32)Cl)N)CO)O. Drug 2: CC1CCC2CC(C(=CC=CC=CC(CC(C(=O)C(C(C(=CC(C(=O)CC(OC(=O)C3CCCCN3C(=O)C(=O)C1(O2)O)C(C)CC4CCC(C(C4)OC)OCCO)C)C)O)OC)C)C)C)OC. Cell line: SK-MEL-28. Synergy scores: CSS=9.95, Synergy_ZIP=-6.42, Synergy_Bliss=-7.38, Synergy_Loewe=-8.70, Synergy_HSA=-5.71.